Task: Predict the product of the given reaction.. Dataset: Forward reaction prediction with 1.9M reactions from USPTO patents (1976-2016) (1) Given the reactants [C:1](=O)([O-])[O-].[K+].[K+].CI.[CH3:9][C:10]1[CH:11]=[C:12]2[N:17]([C:18]=1[C:19]([C:21]1[CH:22]=[C:23]3[C:28](=[CH:29][CH:30]=1)[NH:27][CH:26]=[C:25]([C:31]([O:33][CH2:34][CH3:35])=[O:32])[C:24]3=[O:36])=[O:20])[CH:16]=[CH:15][CH:14]=[CH:13]2.O, predict the reaction product. The product is: [CH3:9][C:10]1[CH:11]=[C:12]2[N:17]([C:18]=1[C:19]([C:21]1[CH:22]=[C:23]3[C:28](=[CH:29][CH:30]=1)[N:27]([CH3:1])[CH:26]=[C:25]([C:31]([O:33][CH2:34][CH3:35])=[O:32])[C:24]3=[O:36])=[O:20])[CH:16]=[CH:15][CH:14]=[CH:13]2. (2) Given the reactants [CH3:1][O:2][C:3]1[CH:4]=C([CH:7]=[C:8]([O:10][CH3:11])[CH:9]=1)N.C(=O)([O-])[O-].[K+].[K+].[CH3:18][N:19]([CH3:22])[CH:20]=O, predict the reaction product. The product is: [CH3:1][O:2][C:3]1[CH:4]=[C:20]([CH:7]=[C:8]([O:10][CH3:11])[CH:9]=1)[N:19]([CH3:22])[CH3:18]. (3) The product is: [NH2:2][C:3]1[C:12]2[N:13]=[C:14]([CH2:37][CH2:38][O:39][CH3:40])[N:15]([CH2:16][CH2:17][CH2:18][N:19]([CH2:24][C:25]3[CH:36]=[CH:35][C:28]([O:29][CH2:30][C:31]([O:33][CH3:34])=[O:32])=[CH:27][CH:26]=3)[C:20](=[O:23])[CH2:21][N:43]([CH2:44][CH3:45])[CH2:41][CH3:42])[C:11]=2[C:10]2[CH:9]=[CH:8][CH:7]=[CH:6][C:5]=2[N:4]=1. Given the reactants Cl.[NH2:2][C:3]1[C:12]2[N:13]=[C:14]([CH2:37][CH2:38][O:39][CH3:40])[N:15]([CH2:16][CH2:17][CH2:18][N:19]([CH2:24][C:25]3[CH:36]=[CH:35][C:28]([O:29][CH2:30][C:31]([O:33][CH3:34])=[O:32])=[CH:27][CH:26]=3)[C:20](=[O:23])[CH2:21]Cl)[C:11]=2[C:10]2[CH:9]=[CH:8][CH:7]=[CH:6][C:5]=2[N:4]=1.[CH2:41]([NH:43][CH2:44][CH3:45])[CH3:42], predict the reaction product. (4) Given the reactants [Cl:1][C:2]1[C:3]2[N:4]([C:16]([CH3:19])=[CH:17][CH:18]=2)[C:5]([C:8]([N:10]2[CH2:15][CH2:14][O:13][CH2:12][CH2:11]2)=[O:9])=[CH:6][N:7]=1.[F:20][C:21]1[CH:22]=[C:23]([CH:25]=[CH:26][C:27]=1[F:28])[NH2:24], predict the reaction product. The product is: [ClH:1].[F:20][C:21]1[CH:22]=[C:23]([NH:24][C:2]2[C:3]3[N:4]([C:16]([CH3:19])=[CH:17][CH:18]=3)[C:5]([C:8]([N:10]3[CH2:15][CH2:14][O:13][CH2:12][CH2:11]3)=[O:9])=[CH:6][N:7]=2)[CH:25]=[CH:26][C:27]=1[F:28]. (5) Given the reactants B1(C)OC(C2C=CC=CC=2)(C2C=CC=CC=2)[C@H]2N1CCC2.B.O1CCCC1.[NH2:28][C:29]([CH3:40])([CH3:39])[CH2:30][C:31]([C:33]1[CH:38]=[CH:37][CH:36]=[CH:35][CH:34]=1)=[O:32].[OH-].[Na+], predict the reaction product. The product is: [NH2:28][C:29]([CH3:40])([CH3:39])[CH2:30][C@H:31]([C:33]1[CH:38]=[CH:37][CH:36]=[CH:35][CH:34]=1)[OH:32]. (6) Given the reactants [Br:1][C:2]1[CH:7]=[C:6]([F:8])[CH:5]=[CH:4][C:3]=1[OH:9].Br[CH:11]1[CH2:15][CH2:14][CH2:13][CH2:12]1.C([O-])([O-])=O.[Cs+].[Cs+], predict the reaction product. The product is: [Br:1][C:2]1[CH:7]=[C:6]([F:8])[CH:5]=[CH:4][C:3]=1[O:9][CH:11]1[CH2:15][CH2:14][CH2:13][CH2:12]1.